This data is from Reaction yield outcomes from USPTO patents with 853,638 reactions. The task is: Predict the reaction yield, written as a fraction of the theoretical maximum amount of product (1.0 means a 100% yield; for example, 0.34 means a 34% yield). (1) The reactants are [F:1][C:2]1[CH:3]=[C:4]2[C:8](=[CH:9][CH:10]=1)[NH:7][C:6](=[O:11])[CH2:5]2.C[Si]([N-][Si](C)(C)C)(C)C.[Li+].[CH:22]([C:24]1[N:29]=[C:28]2[CH2:30][O:31][C:32](=O)[C:27]2=[CH:26][CH:25]=1)=C.Cl. The catalyst is C1COCC1. The product is [CH2:6]([N:7]([CH2:22][C:24]1[N:29]=[C:28]2[CH2:30][O:31][C:32](=[C:5]3[C:4]4[C:8](=[CH:9][CH:10]=[C:2]([F:1])[CH:3]=4)[NH:7][C:6]3=[O:11])[C:27]2=[CH:26][CH:25]=1)[CH2:8][CH3:4])[CH3:5]. The yield is 0.370. (2) The yield is 1.00. The reactants are C1C=CC(P(C2C=CC=CC=2)C2C=CC=CC=2)=CC=1.[C:20]([Cl:24])(Cl)(Cl)Cl.OC[CH:27]1[CH2:32][CH2:31][N:30]([C:33]([O:35][C:36]([CH3:39])([CH3:38])[CH3:37])=[O:34])[CH2:29][CH2:28]1. The catalyst is ClCCl. The product is [Cl:24][CH2:20][CH:27]1[CH2:32][CH2:31][N:30]([C:33]([O:35][C:36]([CH3:39])([CH3:38])[CH3:37])=[O:34])[CH2:29][CH2:28]1. (3) The reactants are [CH3:1][C@@H:2]([OH:6])[C@H:3]([OH:5])[CH3:4].[CH2:7](Br)[C:8]1[CH:13]=[CH:12][CH:11]=[CH:10][CH:9]=1. The catalyst is C1COCC1.C(OCC)(=O)C.[Cl-].[Na+]. The product is [CH2:7]([O:5][C@H:3]([CH3:4])[C@H:2]([OH:6])[CH3:1])[C:8]1[CH:13]=[CH:12][CH:11]=[CH:10][CH:9]=1. The yield is 0.430. (4) The reactants are [C:1]([N:4]1[C:12]2[C:7](=[CH:8][CH:9]=[C:10]([N+:13]([O-])=O)[CH:11]=2)[CH2:6][CH2:5]1)(=[O:3])[CH3:2]. The catalyst is CCOC(C)=O.[Pd]. The product is [C:1]([N:4]1[C:12]2[C:7](=[CH:8][CH:9]=[C:10]([NH2:13])[CH:11]=2)[CH2:6][CH2:5]1)(=[O:3])[CH3:2]. The yield is 0.990. (5) The yield is 0.700. The reactants are [C:1]([O:5][C:6]([NH:8][CH2:9][C:10]1[C:11]([CH2:34][CH:35]([CH3:37])[CH3:36])=[N:12][C:13]2[C:18]([C:19]=1[C:20]1[CH:25]=[CH:24][C:23]([CH3:26])=[CH:22][CH:21]=1)=[CH:17][C:16](/[CH:27]=[CH:28]/[C:29]([O:31]CC)=[O:30])=[CH:15][CH:14]=2)=[O:7])([CH3:4])([CH3:3])[CH3:2].CO.[OH-].[Na+].Cl. The product is [C:1]([O:5][C:6]([NH:8][CH2:9][C:10]1[C:11]([CH2:34][CH:35]([CH3:37])[CH3:36])=[N:12][C:13]2[C:18]([C:19]=1[C:20]1[CH:21]=[CH:22][C:23]([CH3:26])=[CH:24][CH:25]=1)=[CH:17][C:16](/[CH:27]=[CH:28]/[C:29]([OH:31])=[O:30])=[CH:15][CH:14]=2)=[O:7])([CH3:4])([CH3:3])[CH3:2]. The catalyst is O1CCCC1. (6) The yield is 0.460. The catalyst is CN(C=O)C.C1COCC1.O. The product is [NH2:21][CH2:8][CH:6]1[CH2:5][CH:4]([C:14]([O:16][C:17]([CH3:20])([CH3:19])[CH3:18])=[O:15])[CH:3]([CH2:1][CH3:2])[CH2:7]1. The reactants are [CH2:1]([CH:3]1[CH2:7][CH:6]([CH2:8]OS(C)(=O)=O)[CH2:5][CH:4]1[C:14]([O:16][C:17]([CH3:20])([CH3:19])[CH3:18])=[O:15])[CH3:2].[N-:21]=[N+]=[N-].[Na+].C1(P(C2C=CC=CC=2)C2C=CC=CC=2)C=CC=CC=1. (7) The reactants are S1C=CC(C2N3N=C(N)N=C3C=CC=2)=C1.Br[C:17]1[CH:18]=[CH:19][C:20]2[N:21]([N:23]=[C:24]([NH:26][C:27](=[O:34])[C:28]3[CH:33]=[CH:32][CH:31]=[CH:30][CH:29]=3)[N:25]=2)[CH:22]=1.[OH:35][C:36]1[CH:37]=[C:38](B(O)O)[CH:39]=[CH:40][CH:41]=1. No catalyst specified. The product is [OH:35][C:36]1[CH:41]=[C:40]([C:17]2[CH:18]=[CH:19][C:20]3[N:21]([N:23]=[C:24]([NH:26][C:27](=[O:34])[C:28]4[CH:33]=[CH:32][CH:31]=[CH:30][CH:29]=4)[N:25]=3)[CH:22]=2)[CH:39]=[CH:38][CH:37]=1. The yield is 0.120. (8) The reactants are N1C(C2C=CC([C:12]3[C:21](C)=[CH:20][C:19]4[C:14](=[CH:15][CH:16]=[C:17]([O:23][CH3:24])[CH:18]=4)[N:13]=3)=CC=2)=NN=N1.[F:25][C:26]1[CH:27]=[C:28]([CH:33]=[CH:34][C:35]=1B1OC(C)(C)C(C)(C)O1)[C:29]([O:31][CH3:32])=[O:30].C(=O)([O-])[O-].[Na+].[Na+]. The catalyst is O1CCOCC1.O.C1C=CC(P(C2C=CC=CC=2)[C-]2C=CC=C2)=CC=1.C1C=CC(P(C2C=CC=CC=2)[C-]2C=CC=C2)=CC=1.Cl[Pd]Cl.[Fe+2]. The product is [F:25][C:26]1[CH:27]=[C:28]([CH:33]=[CH:34][C:35]=1[C:12]1[CH:21]=[CH:20][C:19]2[C:14](=[CH:15][CH:16]=[C:17]([O:23][CH3:24])[CH:18]=2)[N:13]=1)[C:29]([O:31][CH3:32])=[O:30]. The yield is 0.460. (9) The reactants are [CH:1]([C:3]1[N:4]([C:8]2[CH:15]=[CH:14][C:11]([C:12]#[N:13])=[CH:10][C:9]=2[CH3:16])[CH:5]=[CH:6][CH:7]=1)=O.[C:17]([CH:22]=P(C1C=CC=CC=1)(C1C=CC=CC=1)C1C=CC=CC=1)([O:19][CH2:20][CH3:21])=[O:18]. The catalyst is C1(C)C=CC=CC=1. The product is [C:12]([C:11]1[CH:14]=[CH:15][C:8]([N:4]2[CH:5]=[CH:6][CH:7]=[C:3]2[CH:1]=[CH:22][C:17]([O:19][CH2:20][CH3:21])=[O:18])=[C:9]([CH3:16])[CH:10]=1)#[N:13]. The yield is 0.980. (10) The product is [CH:1]1([C:4]2[N:8]3[CH2:9][CH2:10][CH2:11][C@@H:12]([C:13]4[N:17]5[CH:18]=[CH:19][N:20]=[C:21]([NH:22][CH2:23][C:24]6[CH:29]=[CH:28][C:27]([O:30][CH3:31])=[CH:26][C:25]=6[O:32][CH3:33])[C:16]5=[C:15]([C:34]5[CH:42]=[CH:41][C:37]([C:38]([NH2:46])=[O:39])=[CH:36][CH:35]=5)[N:14]=4)[C:7]3=[N:6][N:5]=2)[CH2:2][CH2:3]1. The reactants are [CH:1]1([C:4]2[N:8]3[CH2:9][CH2:10][CH2:11][C@@H:12]([C:13]4[N:17]5[CH:18]=[CH:19][N:20]=[C:21]([NH:22][CH2:23][C:24]6[CH:29]=[CH:28][C:27]([O:30][CH3:31])=[CH:26][C:25]=6[O:32][CH3:33])[C:16]5=[C:15]([C:34]5[CH:42]=[CH:41][C:37]([C:38](O)=[O:39])=[CH:36][CH:35]=5)[N:14]=4)[C:7]3=[N:6][N:5]=2)[CH2:3][CH2:2]1.[NH4+].[Cl-].C[N:46](C(ON1N=NC2C=CC=NC1=2)=[N+](C)C)C.F[P-](F)(F)(F)(F)F. The catalyst is CN(C=O)C. The yield is 0.460.